From a dataset of Reaction yield outcomes from USPTO patents with 853,638 reactions. Predict the reaction yield, written as a fraction of the theoretical maximum amount of product (1.0 means a 100% yield; for example, 0.34 means a 34% yield). (1) The reactants are [NH:1]([C:8]1[C:13]([Br:14])=[CH:12][N:11]=[C:10]([NH:15][C:16]2[CH:21]=[CH:20][C:19](I)=[CH:18][CH:17]=2)[N:9]=1)[C:2]1[CH:7]=[CH:6][CH:5]=[CH:4][CH:3]=1.[CH3:23][N:24]([CH2:26][C:27]#[CH:28])[CH3:25]. The catalyst is N1CCCC1.C(Cl)Cl. The product is [NH:1]([C:8]1[C:13]([Br:14])=[CH:12][N:11]=[C:10]([NH:15][C:16]2[CH:21]=[CH:20][C:19]([C:28]#[C:27][CH2:26][N:24]([CH3:25])[CH3:23])=[CH:18][CH:17]=2)[N:9]=1)[C:2]1[CH:7]=[CH:6][CH:5]=[CH:4][CH:3]=1. The yield is 0.170. (2) The reactants are CO[C:3](=[O:20])[C:4]([OH:19])=[CH:5][C:6](=[O:18])[N:7]([CH2:10][C:11]1[CH:16]=[CH:15][CH:14]=[CH:13][C:12]=1[F:17])[O:8][CH3:9].C=O.CN.ClC1C=C(C=CC=1Cl)[CH2:29][N:30](C)[C:31](C1CN(C)C(=O)C=1O)=O. No catalyst specified. The product is [F:17][C:12]1[CH:13]=[CH:14][CH:15]=[CH:16][C:11]=1[CH2:10][N:7]([O:8][CH3:9])[C:6]([C:5]1[CH2:29][N:30]([CH3:31])[C:3](=[O:20])[C:4]=1[OH:19])=[O:18]. The yield is 0.580.